The task is: Regression. Given two drug SMILES strings and cell line genomic features, predict the synergy score measuring deviation from expected non-interaction effect.. This data is from NCI-60 drug combinations with 297,098 pairs across 59 cell lines. (1) Drug 1: CC12CCC3C(C1CCC2O)C(CC4=C3C=CC(=C4)O)CCCCCCCCCS(=O)CCCC(C(F)(F)F)(F)F. Drug 2: CC1CCCC2(C(O2)CC(NC(=O)CC(C(C(=O)C(C1O)C)(C)C)O)C(=CC3=CSC(=N3)C)C)C. Cell line: NCI-H522. Synergy scores: CSS=48.5, Synergy_ZIP=2.38, Synergy_Bliss=0.400, Synergy_Loewe=-27.3, Synergy_HSA=0.582. (2) Drug 1: CN(C)C1=NC(=NC(=N1)N(C)C)N(C)C. Drug 2: N.N.Cl[Pt+2]Cl. Cell line: HS 578T. Synergy scores: CSS=-5.95, Synergy_ZIP=3.65, Synergy_Bliss=3.96, Synergy_Loewe=-3.40, Synergy_HSA=-3.40. (3) Drug 1: CC1=C(C(=CC=C1)Cl)NC(=O)C2=CN=C(S2)NC3=CC(=NC(=N3)C)N4CCN(CC4)CCO. Drug 2: C1=NC2=C(N1)C(=S)N=CN2. Synergy scores: CSS=14.7, Synergy_ZIP=6.44, Synergy_Bliss=11.5, Synergy_Loewe=-2.97, Synergy_HSA=-0.00222. Cell line: MCF7. (4) Drug 1: CCC1=C2CN3C(=CC4=C(C3=O)COC(=O)C4(CC)O)C2=NC5=C1C=C(C=C5)O. Drug 2: COCCOC1=C(C=C2C(=C1)C(=NC=N2)NC3=CC=CC(=C3)C#C)OCCOC.Cl. Cell line: OVCAR-8. Synergy scores: CSS=23.0, Synergy_ZIP=-2.63, Synergy_Bliss=-5.22, Synergy_Loewe=-13.2, Synergy_HSA=-3.11. (5) Drug 1: C(CCl)NC(=O)N(CCCl)N=O. Drug 2: B(C(CC(C)C)NC(=O)C(CC1=CC=CC=C1)NC(=O)C2=NC=CN=C2)(O)O. Cell line: SK-MEL-28. Synergy scores: CSS=12.9, Synergy_ZIP=-5.40, Synergy_Bliss=-9.80, Synergy_Loewe=-46.3, Synergy_HSA=-8.93. (6) Drug 1: COC1=C(C=C2C(=C1)N=CN=C2NC3=CC(=C(C=C3)F)Cl)OCCCN4CCOCC4. Drug 2: C1=C(C(=O)NC(=O)N1)N(CCCl)CCCl. Cell line: OVCAR-5. Synergy scores: CSS=47.3, Synergy_ZIP=-8.43, Synergy_Bliss=-1.91, Synergy_Loewe=-21.8, Synergy_HSA=1.03. (7) Drug 1: CN(CC1=CN=C2C(=N1)C(=NC(=N2)N)N)C3=CC=C(C=C3)C(=O)NC(CCC(=O)O)C(=O)O. Drug 2: C1C(C(OC1N2C=NC3=C2NC=NCC3O)CO)O. Cell line: SF-268. Synergy scores: CSS=42.5, Synergy_ZIP=1.48, Synergy_Bliss=3.68, Synergy_Loewe=-16.0, Synergy_HSA=1.69.